From a dataset of Reaction yield outcomes from USPTO patents with 853,638 reactions. Predict the reaction yield, written as a fraction of the theoretical maximum amount of product (1.0 means a 100% yield; for example, 0.34 means a 34% yield). The reactants are [CH2:1]([O:3][C:4](=[O:32])[CH2:5][NH:6][CH2:7][C:8]1[CH:13]=[CH:12][CH:11]=[C:10]([O:14][CH2:15][C:16]2[N:17]=[C:18]([C:22]3[CH:27]=[CH:26][C:25]([C:28]([F:31])([F:30])[F:29])=[CH:24][CH:23]=3)[O:19][C:20]=2[CH3:21])[CH:9]=1)[CH3:2].[CH2:33]([N:36]([CH3:41])[S:37](Cl)(=[O:39])=[O:38])[CH:34]=[CH2:35].C(N(CC)CC)C. No catalyst specified. The product is [CH2:1]([O:3][C:4](=[O:32])[CH2:5][N:6]([S:37]([N:36]([CH2:33][CH:34]=[CH2:35])[CH3:41])(=[O:39])=[O:38])[CH2:7][C:8]1[CH:13]=[CH:12][CH:11]=[C:10]([O:14][CH2:15][C:16]2[N:17]=[C:18]([C:22]3[CH:23]=[CH:24][C:25]([C:28]([F:31])([F:30])[F:29])=[CH:26][CH:27]=3)[O:19][C:20]=2[CH3:21])[CH:9]=1)[CH3:2]. The yield is 0.760.